From a dataset of Full USPTO retrosynthesis dataset with 1.9M reactions from patents (1976-2016). Predict the reactants needed to synthesize the given product. (1) The reactants are: [F:1][C:2]([CH3:11])([CH3:10])[CH2:3][C@H:4]1[CH2:8][O:7]C(=O)[NH:5]1.[OH-].[K+]. Given the product [NH2:5][C@@H:4]([CH2:3][C:2]([F:1])([CH3:11])[CH3:10])[CH2:8][OH:7], predict the reactants needed to synthesize it. (2) The reactants are: F[C:2](F)(F)[C:3]([O-])=O.[F:8][C:9]([F:19])([F:18])[CH2:10][N:11]1[CH:15]=[C:14]([CH2:16][NH2:17])[CH:13]=[N:12]1.[S:20]1[CH:24]=[CH:23][N:22]=[C:21]1[N:25]1[CH:29]=[CH:28][CH:27]=[C:26]1[CH:30]=O. Given the product [S:20]1[CH:24]=[CH:23][N:22]=[C:21]1[N:25]1[CH:29]=[CH:28][CH:27]=[C:26]1[CH2:30][N:17]([CH2:30][C:26]1[N:25]([C:21]2[S:20][CH:2]=[CH:3][N:22]=2)[CH:29]=[CH:28][CH:27]=1)[CH2:16][C:14]1[CH:13]=[N:12][N:11]([CH2:10][C:9]([F:8])([F:18])[F:19])[CH:15]=1, predict the reactants needed to synthesize it. (3) Given the product [NH2:13][C:12]1[CH:14]=[CH:15][C:9]([N:1]2[CH:6]=[CH:5][CH:4]=[CH:3][C:2]2=[O:7])=[CH:10][CH:11]=1, predict the reactants needed to synthesize it. The reactants are: [N:1]1[CH:6]=[CH:5][CH:4]=[CH:3][C:2]=1[OH:7].I[C:9]1[CH:15]=[CH:14][C:12]([NH2:13])=[CH:11][CH:10]=1.N1C2C(=CC=CC=2O)C=CC=1.C([O-])([O-])=O.[Cs+].[Cs+].